From a dataset of Forward reaction prediction with 1.9M reactions from USPTO patents (1976-2016). Predict the product of the given reaction. (1) Given the reactants [Cl:1][C:2]1[CH:3]=[C:4]2[C:8](=[CH:9][CH:10]=1)[NH:7][C:6]([C:11]([NH:13][NH:14][C:15](=[O:26])[CH2:16][CH2:17][NH:18][C:19](=O)[O:20]C(C)(C)C)=[O:12])=[CH:5]2.C(N(CC)CC)C.C(N1C=CN=C1)(N1C=CN=C1)=O, predict the reaction product. The product is: [O:20]=[C:19]1[N:14]([NH:13][C:11]([C:6]2[NH:7][C:8]3[C:4]([CH:5]=2)=[CH:3][C:2]([Cl:1])=[CH:10][CH:9]=3)=[O:12])[C:15](=[O:26])[CH2:16][CH2:17][NH:18]1. (2) Given the reactants [Cl:1][C:2]1[N:7]=[CH:6][C:5]2[C:8](I)=[N:9][N:10]([CH:11]([CH3:13])[CH3:12])[C:4]=2[CH:3]=1.[CH3:15][C:16]1[CH:17]=[N:18][N:19]([CH:30]2[CH2:35][CH2:34][CH2:33][CH2:32][O:31]2)[C:20]=1B1OC(C)(C)C(C)(C)O1.ClCCl.C(#N)C.C(=O)([O-])[O-].[Na+].[Na+], predict the reaction product. The product is: [Cl:1][C:2]1[N:7]=[CH:6][C:5]2[C:8]([C:20]3[N:19]([CH:30]4[CH2:35][CH2:34][CH2:33][CH2:32][O:31]4)[N:18]=[CH:17][C:16]=3[CH3:15])=[N:9][N:10]([CH:11]([CH3:13])[CH3:12])[C:4]=2[CH:3]=1. (3) Given the reactants [CH3:1][O:2][C:3]([CH:5]1[C:11](=O)[CH2:10][CH:9]([C:13]([O:15][CH3:16])=[O:14])[C:7](=O)[CH2:6]1)=[O:4].[F:17][C:18]1[CH:24]=[CH:23][C:21]([NH2:22])=[CH:20][CH:19]=1.Cl, predict the reaction product. The product is: [F:17][C:18]1[CH:24]=[CH:23][C:21]([NH:22][C:7]2[CH2:6][C:5]([C:3]([O:2][CH3:1])=[O:4])=[C:11]([NH:22][C:21]3[CH:23]=[CH:24][C:18]([F:17])=[CH:19][CH:20]=3)[CH2:10][C:9]=2[C:13]([O:15][CH3:16])=[O:14])=[CH:20][CH:19]=1.